From a dataset of Forward reaction prediction with 1.9M reactions from USPTO patents (1976-2016). Predict the product of the given reaction. Given the reactants Cl.[NH2:2][OH:3].C(=O)(O)[O-].[Na+].[C:9](#[N:15])[CH2:10][CH2:11][CH2:12][CH2:13][CH3:14].[C:16]1(C)C=CC=CC=1, predict the reaction product. The product is: [OH:3][NH:2][C:9](=[NH:15])[CH2:10][CH2:11][CH2:12][CH2:13][CH2:14][CH3:16].